From a dataset of Full USPTO retrosynthesis dataset with 1.9M reactions from patents (1976-2016). Predict the reactants needed to synthesize the given product. (1) Given the product [CH:1]1([C:5]2[O:9][N:8]=[C:7]([C:10]3[C:15]([Cl:16])=[CH:14][CH:13]=[CH:12][C:11]=3[Cl:17])[C:6]=2[CH2:18][O:19][C:20]2[CH:21]=[CH:22][C:23]([C:26]3[CH:27]=[C:28]4[C:33](=[CH:34][CH:35]=3)[N:32]=[C:31]([C:36]([OH:38])=[O:37])[CH:30]=[CH:29]4)=[CH:24][CH:25]=2)[CH2:2][CH2:3][CH2:4]1, predict the reactants needed to synthesize it. The reactants are: [CH:1]1([C:5]2[O:9][N:8]=[C:7]([C:10]3[C:15]([Cl:16])=[CH:14][CH:13]=[CH:12][C:11]=3[Cl:17])[C:6]=2[CH2:18][O:19][C:20]2[CH:25]=[CH:24][C:23]([C:26]3[CH:27]=[C:28]4[C:33](=[CH:34][CH:35]=3)[N:32]=[C:31]([C:36]([O:38]C)=[O:37])[CH:30]=[CH:29]4)=[CH:22][CH:21]=2)[CH2:4][CH2:3][CH2:2]1.O1CCCC1.[OH-].[Na+].Cl. (2) Given the product [CH2:1]([O:8][C:9]1[N:14]=[N:13][C:12]([CH2:15][CH2:16][C:17]2[CH:18]=[CH:19][C:20]([O:23][CH2:24][CH2:25][N:31]3[CH2:35][CH2:34][CH2:33][CH2:32]3)=[CH:21][N:22]=2)=[CH:11][CH:10]=1)[C:2]1[CH:3]=[CH:4][CH:5]=[CH:6][CH:7]=1, predict the reactants needed to synthesize it. The reactants are: [CH2:1]([O:8][C:9]1[N:14]=[N:13][C:12]([CH2:15][CH2:16][C:17]2[N:22]=[CH:21][C:20]([O:23][CH2:24][CH2:25]OS(C)(=O)=O)=[CH:19][CH:18]=2)=[CH:11][CH:10]=1)[C:2]1[CH:7]=[CH:6][CH:5]=[CH:4][CH:3]=1.[NH:31]1[CH2:35][CH2:34][CH2:33][CH2:32]1.